From a dataset of Peptide-MHC class I binding affinity with 185,985 pairs from IEDB/IMGT. Regression. Given a peptide amino acid sequence and an MHC pseudo amino acid sequence, predict their binding affinity value. This is MHC class I binding data. The peptide sequence is YVFPVIFSK. The MHC is HLA-B44:02 with pseudo-sequence HLA-B44:02. The binding affinity (normalized) is 0.